Task: Predict the reactants needed to synthesize the given product.. Dataset: Full USPTO retrosynthesis dataset with 1.9M reactions from patents (1976-2016) (1) Given the product [NH2:15][C:13]([NH:12][C:10]1[S:11][C:7]([C:1]2[CH:6]=[CH:5][CH:4]=[CH:3][CH:2]=2)=[CH:8][C:9]=1[C:22]([O:24][CH3:25])=[O:23])=[O:14], predict the reactants needed to synthesize it. The reactants are: [C:1]1([C:7]2[S:11][C:10]([NH:12][C:13]([NH:15]C(=O)C(Cl)(Cl)Cl)=[O:14])=[C:9]([C:22]([O:24][CH3:25])=[O:23])[CH:8]=2)[CH:6]=[CH:5][CH:4]=[CH:3][CH:2]=1.N. (2) Given the product [CH3:1][C:2]([CH3:36])([CH3:35])[CH2:3][C:4]1[N:9]=[C:8]([CH2:10][O:11][C:12]2[CH:13]=[C:14]([CH2:19][CH2:20][C:21]([OH:23])=[O:22])[CH:15]=[C:16]([CH3:18])[CH:17]=2)[CH:7]=[CH:6][C:5]=1[C:26]1[CH:31]=[C:30]([O:32][CH3:33])[CH:29]=[CH:28][C:27]=1[F:34], predict the reactants needed to synthesize it. The reactants are: [CH3:1][C:2]([CH3:36])([CH3:35])[CH2:3][C:4]1[N:9]=[C:8]([CH2:10][O:11][C:12]2[CH:13]=[C:14]([CH2:19][CH2:20][C:21]([O:23]CC)=[O:22])[CH:15]=[C:16]([CH3:18])[CH:17]=2)[CH:7]=[CH:6][C:5]=1[C:26]1[CH:31]=[C:30]([O:32][CH3:33])[CH:29]=[CH:28][C:27]=1[F:34].[OH-].[Na+].